Dataset: Full USPTO retrosynthesis dataset with 1.9M reactions from patents (1976-2016). Task: Predict the reactants needed to synthesize the given product. (1) Given the product [F:44][C:41]1[CH:42]=[CH:43][C:38]([CH2:37][O:5][CH2:6][CH2:7][N:8]([C@H:25]2[CH2:30][CH2:29][C@H:28]([CH3:31])[CH2:27][CH2:26]2)[C:9](=[O:24])[NH:10][C:11]2[S:12][C:13]([S:16][CH2:17][C:18]([CH3:23])([CH3:22])[C:19]([OH:21])=[O:20])=[CH:14][N:15]=2)=[C:39]([C:45]([F:48])([F:47])[F:46])[CH:40]=1, predict the reactants needed to synthesize it. The reactants are: ClC1C=CC=CC=1C[O:5][CH2:6][CH2:7][N:8]([C@H:25]1[CH2:30][CH2:29][C@H:28]([CH3:31])[CH2:27][CH2:26]1)[C:9](=[O:24])[NH:10][C:11]1[S:12][C:13]([S:16][CH2:17][C:18]([CH3:23])([CH3:22])[C:19]([OH:21])=[O:20])=[CH:14][N:15]=1.Br[CH2:37][C:38]1[CH:43]=[CH:42][C:41]([F:44])=[CH:40][C:39]=1[C:45]([F:48])([F:47])[F:46].C(OC(=O)C(C)(C)CSC1SC(N)=NC=1)C. (2) Given the product [Cl:1][C:2]1[N:3]=[CH:4][C:5]2[N:9]([CH:10]([CH3:12])[CH3:11])[C:20](=[O:21])[CH:15]3[CH2:16][O:17][CH2:18][CH2:19][N:14]3[C:6]=2[N:7]=1, predict the reactants needed to synthesize it. The reactants are: [Cl:1][C:2]1[N:7]=[C:6](Cl)[C:5]([NH:9][CH:10]([CH3:12])[CH3:11])=[CH:4][N:3]=1.Cl.[NH:14]1[CH2:19][CH2:18][O:17][CH2:16][CH:15]1[C:20](O)=[O:21].CCN(C(C)C)C(C)C.CS(C)=O.